Dataset: Full USPTO retrosynthesis dataset with 1.9M reactions from patents (1976-2016). Task: Predict the reactants needed to synthesize the given product. (1) Given the product [C:18]([CH:15]1[CH2:14][CH2:13][N:12]([C:10]([C@H:9]([NH:8][C:3]([C:2]2[C:26]3[C:27](=[N:29][CH:33]=[C:32]([C:42]4[CH:41]=[C:40]([C:39]([F:54])([F:53])[F:38])[CH:45]=[C:44]([C:46]([F:49])([F:48])[F:47])[CH:43]=4)[N:25]=3)[NH:57][CH:55]=2)=[O:5])[C:20]([CH3:23])([CH3:22])[CH3:21])=[O:11])[CH2:17][CH2:16]1)#[N:19], predict the reactants needed to synthesize it. The reactants are: F[C:2](F)(F)[C:3]([OH:5])=O.[NH2:8][C@H:9]([C:20]([CH3:23])([CH3:22])[CH3:21])[C:10]([N:12]1[CH2:17][CH2:16][CH:15]([C:18]#[N:19])[CH2:14][CH2:13]1)=[O:11].Cl.[NH2:25][C@H:26](C(C)(C)C)[C:27]([N:29]1[CH2:33][CH2:32]CC1)=O.[F:38][C:39]([F:54])([F:53])[C:40]1[CH:41]=[C:42](B(O)O)[CH:43]=[C:44]([C:46]([F:49])([F:48])[F:47])[CH:45]=1.[CH2:55]([N:57]1C=C(B2OC(C)(C)C(C)(C)O2)C=N1)C. (2) Given the product [C:25]([C:22]1[CH:23]=[CH:24][C:19]([NH:18][C:16](=[O:17])[C@@H:15]([C@H:11]2[O:12][CH2:13][CH2:14][N:9]([C:4]3[CH:5]=[CH:6][C:7]([CH3:8])=[C:2]([CH:3]=3)[NH:1][C:41](=[O:42])[CH2:40][O:39][C:36](=[O:38])[CH3:37])[C:10]2=[O:28])[OH:27])=[CH:20][CH:21]=1)#[N:26], predict the reactants needed to synthesize it. The reactants are: [NH2:1][C:2]1[CH:3]=[C:4]([N:9]2[CH2:14][CH2:13][O:12][C@H:11]([C@@H:15]([OH:27])[C:16]([NH:18][C:19]3[CH:24]=[CH:23][C:22]([C:25]#[N:26])=[CH:21][CH:20]=3)=[O:17])[C:10]2=[O:28])[CH:5]=[CH:6][C:7]=1[CH3:8].C(N(CC)CC)C.[C:36]([O:39][CH2:40][C:41](Cl)=[O:42])(=[O:38])[CH3:37].CCOC(C)=O. (3) Given the product [C:1]([O:5][C:6]([O:8][C@@H:9]1[C@@H:13]([CH2:14][O:15][C:16]([O:18][C:19]([CH3:22])([CH3:21])[CH3:20])=[O:17])[O:12][C@@H:11]([N:23]2[CH:28]=[C:27]([C:29]3[N:30]=[N:31][N:32]([CH2:34][CH2:35][F:56])[CH:33]=3)[C:26](=[O:37])[N:25]([C:38]([O:40][C:41]([CH3:44])([CH3:43])[CH3:42])=[O:39])[C:24]2=[O:45])[CH2:10]1)=[O:7])([CH3:4])([CH3:3])[CH3:2], predict the reactants needed to synthesize it. The reactants are: [C:1]([O:5][C:6]([O:8][C@@H:9]1[C@@H:13]([CH2:14][O:15][C:16]([O:18][C:19]([CH3:22])([CH3:21])[CH3:20])=[O:17])[O:12][C@@H:11]([N:23]2[CH:28]=[C:27]([C:29]3[N:30]=[N:31][N:32]([CH2:34][CH2:35]O)[CH:33]=3)[C:26](=[O:37])[N:25]([C:38]([O:40][C:41]([CH3:44])([CH3:43])[CH3:42])=[O:39])[C:24]2=[O:45])[CH2:10]1)=[O:7])([CH3:4])([CH3:3])[CH3:2].COCCN(S(F)(F)[F:56])CCOC.C([O-])(O)=O.[Na+]. (4) Given the product [Cl:33][C:19]1[C:18]([N:17]=[C:1]=[S:2])=[C:31]([Cl:32])[CH:30]=[CH:29][C:20]=1[CH2:21][NH:22][C:23](=[O:28])[C:24]([CH3:25])([F:26])[CH3:27], predict the reactants needed to synthesize it. The reactants are: [C:1](N1C=CC=CC1=O)(N1C=CC=CC1=O)=[S:2].[NH2:17][C:18]1[C:19]([Cl:33])=[C:20]([CH:29]=[CH:30][C:31]=1[Cl:32])[CH2:21][NH:22][C:23](=[O:28])[C:24]([CH3:27])([F:26])[CH3:25]. (5) Given the product [F:62][C:56]1[CH:57]=[C:58]([F:61])[CH:59]=[CH:60][C:55]=1[S:52]([NH:51][C:45]1[C:46]([O:49][CH3:50])=[N:47][CH:48]=[C:43]([C:2]2[CH:3]=[C:4]3[C:9](=[CH:10][CH:11]=2)[N:8]=[CH:7][CH:6]=[C:5]3[C:12]2[CH:17]=[CH:16][N:15]=[N:14][CH:13]=2)[CH:44]=1)(=[O:54])=[O:53], predict the reactants needed to synthesize it. The reactants are: Br[C:2]1[CH:3]=[C:4]2[C:9](=[CH:10][CH:11]=1)[N:8]=[CH:7][CH:6]=[C:5]2[C:12]1[CH:17]=[CH:16][N:15]=[N:14][CH:13]=1.B1(B2OC(C)(C)C(C)(C)O2)OC(C)(C)C(C)(C)O1.C([O-])(=O)C.[K+].[Br-].Br[C:43]1[CH:44]=[C:45]([NH:51][S:52]([C:55]2[CH:60]=[CH:59][C:58]([F:61])=[CH:57][C:56]=2[F:62])(=[O:54])=[O:53])[C:46]([O:49][CH3:50])=[N:47][CH:48]=1. (6) The reactants are: CC(C)=O.[C:5]([O:9][C:10]([N:12]([CH2:36][C:37]1[CH:46]=[CH:45][C:40]2[O:41][CH2:42][CH2:43][O:44][C:39]=2[CH:38]=1)[CH:13]1[CH2:18][CH2:17][N:16]([CH2:19][CH2:20][N:21]2[C:30]3[C:25](=[CH:26][CH:27]=[CH:28][CH:29]=3)[C:24]([C:31]([O:33]C)=[O:32])=[CH:23][C:22]2=[O:35])[CH2:15][CH2:14]1)=[O:11])([CH3:8])([CH3:7])[CH3:6].[OH-].[Na+]. Given the product [C:5]([O:9][C:10]([N:12]([CH2:36][C:37]1[CH:46]=[CH:45][C:40]2[O:41][CH2:42][CH2:43][O:44][C:39]=2[CH:38]=1)[CH:13]1[CH2:18][CH2:17][N:16]([CH2:19][CH2:20][N:21]2[C:30]3[C:25](=[CH:26][CH:27]=[CH:28][CH:29]=3)[C:24]([C:31]([OH:33])=[O:32])=[CH:23][C:22]2=[O:35])[CH2:15][CH2:14]1)=[O:11])([CH3:8])([CH3:6])[CH3:7], predict the reactants needed to synthesize it. (7) Given the product [CH3:19][C:17]1[N:18]=[C:14]([C:8]2[N:7]=[C:6]3[N:10]([CH2:11][CH2:12][O:13][C:4]4[CH:3]=[C:2]([N:29]5[CH2:28][CH2:27][C@H:30]5[C:31]([OH:33])=[O:32])[CH:26]=[CH:25][C:5]=43)[CH:9]=2)[N:15]([CH2:20][C:21]([F:22])([F:24])[F:23])[N:16]=1, predict the reactants needed to synthesize it. The reactants are: Br[C:2]1[CH:26]=[CH:25][C:5]2[C:6]3[N:10]([CH2:11][CH2:12][O:13][C:4]=2[CH:3]=1)[CH:9]=[C:8]([C:14]1[N:15]([CH2:20][C:21]([F:24])([F:23])[F:22])[N:16]=[C:17]([CH3:19])[N:18]=1)[N:7]=3.[CH2:27]1[C@@H:30]([C:31]([OH:33])=[O:32])[NH:29][CH2:28]1. (8) Given the product [Br:1][C:2]1[N:6]=[CH:5][N:4]([C:16]2[CH:17]=[CH:18][C:19]([O:22][C:23]([F:24])([F:25])[F:26])=[CH:20][CH:21]=2)[N:3]=1, predict the reactants needed to synthesize it. The reactants are: [Br:1][C:2]1[N:6]=[CH:5][NH:4][N:3]=1.C(=O)([O-])[O-].[Cs+].[Cs+].N#N.I[C:16]1[CH:21]=[CH:20][C:19]([O:22][C:23]([F:26])([F:25])[F:24])=[CH:18][CH:17]=1.